From a dataset of Full USPTO retrosynthesis dataset with 1.9M reactions from patents (1976-2016). Predict the reactants needed to synthesize the given product. (1) Given the product [C:1]([NH:5][C:6](=[O:35])[C:7]1[CH:12]=[CH:11][CH:10]=[C:9]([O:13][C:14]2[CH:19]=[CH:18][C:17]([NH:20][C:21]3[C:31]4[CH:30]=[C:29]([CH:32]=[N:38][O:39][CH2:40][CH2:41][N:42]([CH3:44])[CH3:43])[CH2:28][CH2:27][NH:26][C:25]=4[N:24]=[CH:23][N:22]=3)=[CH:16][C:15]=2[Cl:34])[CH:8]=1)([CH3:4])([CH3:2])[CH3:3], predict the reactants needed to synthesize it. The reactants are: [C:1]([NH:5][C:6](=[O:35])[C:7]1[CH:12]=[CH:11][CH:10]=[C:9]([O:13][C:14]2[CH:19]=[CH:18][C:17]([NH:20][C:21]3[C:31]4[CH:30]=[C:29]([CH:32]=O)[CH2:28][CH2:27][NH:26][C:25]=4[N:24]=[CH:23][N:22]=3)=[CH:16][C:15]=2[Cl:34])[CH:8]=1)([CH3:4])([CH3:3])[CH3:2].Cl.Cl.[NH2:38][O:39][CH2:40][CH2:41][N:42]([CH3:44])[CH3:43].C([O-])(=O)C.[Na+]. (2) Given the product [F:3][C:4]1[C:5]([CH2:16][N:17]([CH3:25])[C:18](=[O:24])[O:19][C:20]([CH3:21])([CH3:22])[CH3:23])=[CH:6][N:7]([S:53]([C:49]2[CH:50]=[CH:51][CH:52]=[C:47]([C:45]3[O:46][C:42]([CH3:41])=[N:43][N:44]=3)[CH:48]=2)(=[O:55])=[O:54])[C:8]=1[C:9]1[C:10]([F:15])=[N:11][CH:12]=[CH:13][CH:14]=1, predict the reactants needed to synthesize it. The reactants are: [H-].[Na+].[F:3][C:4]1[C:5]([CH2:16][N:17]([CH3:25])[C:18](=[O:24])[O:19][C:20]([CH3:23])([CH3:22])[CH3:21])=[CH:6][NH:7][C:8]=1[C:9]1[C:10]([F:15])=[N:11][CH:12]=[CH:13][CH:14]=1.C1OCCOCCOCCOCCOC1.[CH3:41][C:42]1[O:46][C:45]([C:47]2[CH:48]=[C:49]([S:53](Cl)(=[O:55])=[O:54])[CH:50]=[CH:51][CH:52]=2)=[N:44][N:43]=1. (3) Given the product [C:7]12([CH2:17][O:18][C:37]3[C:36]([Cl:35])=[CH:48][C:40]([C:41]([NH:43][S:44]([CH3:47])(=[O:46])=[O:45])=[O:42])=[C:39]([F:49])[CH:38]=3)[CH2:14][CH:13]3[CH2:12][CH:11]([CH2:10][CH:9]([CH2:15]3)[CH2:8]1)[CH2:16]2, predict the reactants needed to synthesize it. The reactants are: C1(CCO)CC1.[C:7]12([CH2:17][OH:18])[CH2:16][CH:11]3[CH2:12][CH:13]([CH2:15][CH:9]([CH2:10]3)[CH2:8]1)[CH2:14]2.FC1C=C(F)C(F)=CC=1C(NS(C)(=O)=O)=O.[Cl:35][C:36]1[C:37](F)=[CH:38][C:39]([F:49])=[C:40]([CH:48]=1)[C:41]([NH:43][S:44]([CH3:47])(=[O:46])=[O:45])=[O:42]. (4) Given the product [Cl:1][C:2]1[N:3]=[C:4]([CH2:10][CH:11]=[CH2:12])[C:5]([O:8][CH3:9])=[C:6]([Cl:14])[N:7]=1, predict the reactants needed to synthesize it. The reactants are: [Cl:1][C:2]1[NH:3][C:4](Cl)([CH2:10][CH:11]=[CH2:12])[C:5]([O:8][CH3:9])=[CH:6][N:7]=1.[Cl:14]C1N=CC(OC)=C(Cl)N=1.[Br-].[Mg+2].[Br-].C(C1C(=O)C(Cl)=C(Cl)C(=O)C=1C#N)#N. (5) Given the product [F:1][C:2]1[C:11]([F:12])=[C:10]2[C:5]([CH2:6][CH2:7][CH:8]([CH2:13][CH2:14][CH2:15][CH2:16][CH3:17])[O:9]2)=[CH:4][C:3]=1[OH:24], predict the reactants needed to synthesize it. The reactants are: [F:1][C:2]1[C:11]([F:12])=[C:10]2[C:5]([CH2:6][CH2:7][CH:8]([CH2:13][CH2:14][CH2:15][CH2:16][CH3:17])[O:9]2)=[CH:4][CH:3]=1.[Li]CCCC.B(OC)(OC)[O:24]C.OO.Cl.